Dataset: Full USPTO retrosynthesis dataset with 1.9M reactions from patents (1976-2016). Task: Predict the reactants needed to synthesize the given product. (1) Given the product [F:19][CH:20]1[CH2:25][CH2:24][N:23]([C:2]2[CH:7]=[CH:6][N:5]3[CH:8]=[C:9]([C:11]4[CH:12]=[C:13]([CH3:17])[CH:14]=[CH:15][CH:16]=4)[N:10]=[C:4]3[CH:3]=2)[CH2:22][CH2:21]1, predict the reactants needed to synthesize it. The reactants are: Br[C:2]1[CH:7]=[CH:6][N:5]2[CH:8]=[C:9]([C:11]3[CH:12]=[C:13]([CH3:17])[CH:14]=[CH:15][CH:16]=3)[N:10]=[C:4]2[CH:3]=1.Cl.[F:19][CH:20]1[CH2:25][CH2:24][NH:23][CH2:22][CH2:21]1. (2) The reactants are: [CH3:1][O:2][C:3]1[CH:8]=[CH:7][C:6]([C:9]2[C:17]3[C:16](=O)[NH:15][CH:14]=[N:13][C:12]=3[O:11][C:10]=2[C:19]2[CH:24]=[CH:23][C:22]([O:25][CH3:26])=[CH:21][CH:20]=2)=[CH:5][CH:4]=1.P(Cl)(Cl)([Cl:29])=O. Given the product [Cl:29][C:16]1[C:17]2[C:9]([C:6]3[CH:7]=[CH:8][C:3]([O:2][CH3:1])=[CH:4][CH:5]=3)=[C:10]([C:19]3[CH:24]=[CH:23][C:22]([O:25][CH3:26])=[CH:21][CH:20]=3)[O:11][C:12]=2[N:13]=[CH:14][N:15]=1, predict the reactants needed to synthesize it. (3) The reactants are: [Br:1][C:2]1[C:3](Cl)=[N:4][C:5](Cl)=[N:6][CH:7]=1.[F:10][C:11]([F:17])([F:16])[CH2:12][CH2:13][CH2:14][OH:15].[F:18][C:19]([F:25])([F:24])S(O)(=O)=O. Given the product [Br:1][C:2]1[C:3]([O:15][CH2:14][CH2:13][CH2:12][C:19]([F:25])([F:24])[F:18])=[N:4][C:5]([O:15][CH2:14][CH2:13][CH2:12][C:11]([F:17])([F:16])[F:10])=[N:6][CH:7]=1, predict the reactants needed to synthesize it. (4) Given the product [CH2:2]([CH2:7][NH2:8])[OH:1].[CH2:2]([CH2:7][NH2:8])[OH:1].[OH:1][C:2]1[C:7]([NH:8]/[N:9]=[C:10]2/[C:11]([CH3:26])=[N:12][N:13]([C:16]3[CH:25]=[CH:24][C:23]4[CH2:22][CH2:21][CH2:20][CH2:19][C:18]=4[CH:17]=3)[C:14]/2=[O:15])=[CH:6][CH:5]=[CH:4][C:3]=1[C:27]1[CH:28]=[C:29]([C:32]([OH:34])=[O:33])[O:30][CH:31]=1, predict the reactants needed to synthesize it. The reactants are: [OH:1][C:2]1[C:7]([NH:8]/[N:9]=[C:10]2/[C:11]([CH3:26])=[N:12][N:13]([C:16]3[CH:25]=[CH:24][C:23]4[CH2:22][CH2:21][CH2:20][CH2:19][C:18]=4[CH:17]=3)[C:14]/2=[O:15])=[CH:6][CH:5]=[CH:4][C:3]=1[C:27]1[CH:28]=[C:29]([C:32]([OH:34])=[O:33])[O:30][CH:31]=1. (5) Given the product [Cl:37][C:8]1[C:9]([N:23]2[C:31](=[O:32])[NH:30][C:29]3[C:24]2=[N:25][C:26]([CH2:35][OH:36])=[N:27][C:28]=3[O:33][CH3:34])=[CH:10][C:11]([O:12][CH2:13][C:14]2[C:19]([O:20][CH3:21])=[CH:18][CH:17]=[CH:16][C:15]=2[F:22])=[C:6]([CH:7]=1)[O:5][CH2:4][C:1]([NH:43][CH3:41])=[O:3], predict the reactants needed to synthesize it. The reactants are: [C:1]([CH2:4][O:5][C:6]1[C:11]([O:12][CH2:13][C:14]2[C:19]([O:20][CH3:21])=[CH:18][CH:17]=[CH:16][C:15]=2[F:22])=[CH:10][C:9]([N:23]2[C:31](=[O:32])[NH:30][C:29]3[C:24]2=[N:25][C:26]([CH2:35][OH:36])=[N:27][C:28]=3[O:33][CH3:34])=[C:8]([Cl:37])[CH:7]=1)([OH:3])=O.CN.Cl.[CH2:41]([N:43]=C=NCCCN(C)C)C.Cl. (6) Given the product [C:19]1([C:8](=[C:9]2[CH2:14][C:13]([CH3:16])([CH3:15])[CH2:12][C:11]([CH3:18])([CH3:17])[CH2:10]2)[C:5]2[CH:6]=[CH:7][C:2](/[CH:34]=[CH:33]/[C:32]([O:36][CH2:37][CH3:38])=[O:35])=[CH:3][CH:4]=2)[CH:24]=[CH:23][CH:22]=[CH:21][CH:20]=1, predict the reactants needed to synthesize it. The reactants are: Br[C:2]1[CH:7]=[CH:6][C:5]([C:8]([C:19]2[CH:24]=[CH:23][CH:22]=[CH:21][CH:20]=2)=[C:9]2[CH2:14][C:13]([CH3:16])([CH3:15])[CH2:12][C:11]([CH3:18])([CH3:17])[CH2:10]2)=[CH:4][CH:3]=1.CCN(CC)CC.[C:32]([O:36][CH2:37][CH3:38])(=[O:35])[CH:33]=[CH2:34]. (7) Given the product [CH2:1]([O:3][C:4](=[O:17])[CH2:5][C:6]1[N:7]=[C:8]([S:16][CH3:20])[S:9][C:10]=1[C:11]([O:13][CH2:14][CH3:15])=[O:12])[CH3:2], predict the reactants needed to synthesize it. The reactants are: [CH2:1]([O:3][C:4](=[O:17])[CH2:5][C:6]1[N:7]=[C:8]([SH:16])[S:9][C:10]=1[C:11]([O:13][CH2:14][CH3:15])=[O:12])[CH3:2].CI.[C:20]([O-])([O-])=O.[K+].[K+].